Dataset: Catalyst prediction with 721,799 reactions and 888 catalyst types from USPTO. Task: Predict which catalyst facilitates the given reaction. The catalyst class is: 4. Reactant: [CH3:1][C:2]1[C:15]2[C:14]3[CH:13]=[CH:12][CH:11]=[CH:10][C:9]=3[C:8]3=[N:16][CH:17]=[C:18]([CH:19]=[C:20]([CH3:22])[CH3:21])[N:7]3[C:6]=2[CH:5]=[CH:4][CH:3]=1.[Cl-].[Al+3].[Cl-].[Cl-].O. Product: [CH3:21][C:20]1([CH3:22])[C:5]2[CH:4]=[CH:3][C:2]([CH3:1])=[C:15]3[C:6]=2[N:7]2[C:8](=[N:16][CH:17]=[C:18]2[CH2:19]1)[C:9]1[CH:10]=[CH:11][CH:12]=[CH:13][C:14]=13.